Dataset: Reaction yield outcomes from USPTO patents with 853,638 reactions. Task: Predict the reaction yield, written as a fraction of the theoretical maximum amount of product (1.0 means a 100% yield; for example, 0.34 means a 34% yield). No catalyst specified. The yield is 0.760. The reactants are [C:1]([O:8][CH2:9][CH3:10])(=[O:7])[C:2]([O:4]CC)=O.[C:11]1(=[O:16])[CH2:15][CH2:14][CH2:13][CH2:12]1. The product is [O:4]=[C:2]([CH:12]1[CH2:13][CH2:14][CH2:15][C:11]1=[O:16])[C:1]([O:8][CH2:9][CH3:10])=[O:7].